Predict the product of the given reaction. From a dataset of Forward reaction prediction with 1.9M reactions from USPTO patents (1976-2016). (1) Given the reactants C([O-])([O-])=O.[K+].[K+].Cl.[O:8]=[C:9]([N:27]1[CH2:32][CH2:31][NH:30][CH2:29][CH2:28]1)[CH2:10][NH:11][C:12](=[O:26])[C:13]1[CH:18]=[CH:17][C:16]([O:19][C:20]2[CH:25]=[CH:24][CH:23]=[CH:22][CH:21]=2)=[CH:15][CH:14]=1.Br[CH2:34][C:35]1[CH:40]=[CH:39][CH:38]=[CH:37][C:36]=1[C:41]([F:44])([F:43])[F:42].O, predict the reaction product. The product is: [O:8]=[C:9]([N:27]1[CH2:28][CH2:29][N:30]([CH2:34][C:35]2[CH:40]=[CH:39][CH:38]=[CH:37][C:36]=2[C:41]([F:42])([F:43])[F:44])[CH2:31][CH2:32]1)[CH2:10][NH:11][C:12](=[O:26])[C:13]1[CH:14]=[CH:15][C:16]([O:19][C:20]2[CH:25]=[CH:24][CH:23]=[CH:22][CH:21]=2)=[CH:17][CH:18]=1. (2) Given the reactants [CH2:1]([O:8][C:9]([N:11]1[CH2:13][C@H:12]1[C:14]([OH:16])=[O:15])=[O:10])[C:2]1[CH:7]=[CH:6][CH:5]=[CH:4][CH:3]=1.[CH2:17]([NH:24][CH2:25][CH2:26][NH:27][CH2:28][C:29]1[CH:34]=[CH:33][CH:32]=[CH:31][CH:30]=1)[C:18]1[CH:23]=[CH:22][CH:21]=[CH:20][CH:19]=1.O1CCC[CH2:36]1, predict the reaction product. The product is: [CH2:17]([N:24]([CH2:25][CH2:26][NH:27][CH2:28][C:29]1[CH:34]=[CH:33][CH:32]=[CH:31][CH:30]=1)[CH2:13][C@@H:12]([C:14]([O:16][CH3:36])=[O:15])[NH:11][C:9]([O:8][CH2:1][C:2]1[CH:3]=[CH:4][CH:5]=[CH:6][CH:7]=1)=[O:10])[C:18]1[CH:19]=[CH:20][CH:21]=[CH:22][CH:23]=1.